Task: Predict the reactants needed to synthesize the given product.. Dataset: Full USPTO retrosynthesis dataset with 1.9M reactions from patents (1976-2016) (1) Given the product [Cl:8][C:5]1[CH:4]=[C:3]2[C:2](=[CH:7][CH:6]=1)[N:21]([C:22](=[NH:24])[NH2:23])[N:20]=[C:9]2[CH2:10][C:11]1[C:16]([F:17])=[CH:15][CH:14]=[C:13]([F:18])[C:12]=1[F:19], predict the reactants needed to synthesize it. The reactants are: Br[C:2]1[CH:7]=[CH:6][C:5]([Cl:8])=[CH:4][C:3]=1[C:9](=[N:20][NH:21][C:22](=[NH:24])[NH2:23])[CH2:10][C:11]1[C:16]([F:17])=[CH:15][CH:14]=[C:13]([F:18])[C:12]=1[F:19].N. (2) Given the product [OH:13][N:12]=[C:2]([C:3]1[CH:4]=[C:5]2[C:6](=[CH:10][CH:11]=1)[NH:15][N:14]=[CH:22]2)[NH2:1], predict the reactants needed to synthesize it. The reactants are: [NH2:1][C:2](=[N:12][OH:13])[C:3]1[CH:11]=[CH:10][C:6](C(N)=O)=[CH:5][CH:4]=1.[NH:14]1[C:22]2C(=CC(C#N)=CC=2)C=[N:15]1. (3) Given the product [Si:5]([O:6][CH2:7][CH2:8][C:9]1[CH:10]=[CH:11][C:12]([NH2:15])=[CH:13][CH:14]=1)([C:1]([CH3:3])([CH3:4])[CH3:2])([CH3:19])[CH3:18], predict the reactants needed to synthesize it. The reactants are: [C:1]([Si:5]([CH3:19])([CH3:18])[O:6][CH2:7][CH2:8][C:9]1[CH:14]=[CH:13][C:12]([N+:15]([O-])=O)=[CH:11][CH:10]=1)([CH3:4])([CH3:3])[CH3:2]. (4) The reactants are: [CH3:1][C:2]1[CH:11]=[CH:10][C:5]([C:6]([O:8][CH3:9])=[O:7])=[CH:4][CH:3]=1.C(OOC(=O)C1C=CC=CC=1)(=O)C1C=CC=CC=1.C1C(=O)N(Br)C(=O)C1.[P:38]([O:45]CC)([O:42][CH2:43][CH3:44])[O:39][CH2:40][CH3:41]. Given the product [CH2:40]([O:39][P:38]([CH2:1][C:2]1[CH:11]=[CH:10][C:5]([C:6]([O:8][CH3:9])=[O:7])=[CH:4][CH:3]=1)([O:42][CH2:43][CH3:44])=[O:45])[CH3:41], predict the reactants needed to synthesize it. (5) Given the product [CH3:1][O:2][C:3]1[CH:8]=[C:7]([O:9][CH3:10])[CH:6]=[CH:5][C:4]=1[C:11]1[N:12]([CH:24]([CH3:26])[CH3:25])[N:13]=[C:14]2[C:19]=1[CH:18]=[CH:17][CH:16]=[C:15]2[F:20], predict the reactants needed to synthesize it. The reactants are: [CH3:1][O:2][C:3]1[CH:8]=[C:7]([O:9][CH3:10])[CH:6]=[CH:5][C:4]=1[C:11]1[C:19]2[C:14](=[C:15]([F:20])[CH:16]=[CH:17][CH:18]=2)[NH:13][N:12]=1.[H-].[Na+].I[CH:24]([CH3:26])[CH3:25]. (6) Given the product [CH3:1][O:2][C:3]1[CH:4]=[CH:5][C:6]([CH2:7][N:8]2[CH2:13][CH2:12][CH:11]([C:14]3[CH:15]=[C:16]([CH:19]=[CH:20][CH:21]=3)[CH2:17][NH:18][C:57](=[O:58])[C:56]3[CH:60]=[CH:61][C:53]([S:52][CH3:51])=[CH:54][CH:55]=3)[CH2:10][CH2:9]2)=[CH:22][CH:23]=1, predict the reactants needed to synthesize it. The reactants are: [CH3:1][O:2][C:3]1[CH:23]=[CH:22][C:6]([CH2:7][N:8]2[CH2:13][CH2:12][CH:11]([C:14]3[CH:15]=[C:16]([CH:19]=[CH:20][CH:21]=3)[CH2:17][NH2:18])[CH2:10][CH2:9]2)=[CH:5][CH:4]=1.Cl.N(CC1C=C(C2CCNCC2)C=CC=1)=[N+]=[N-].COC1C=CC(C=O)=CC=1.[CH3:51][S:52][C:53]1[CH:61]=[CH:60][C:56]([C:57](O)=[O:58])=[CH:55][CH:54]=1.N=C=N.ON1C2C=CC=CC=2N=N1. (7) Given the product [CH3:1][C:2]12[CH2:12][CH:11]1[C:10]1[C:9]([OH:13])=[CH:8][CH:7]=[CH:6][C:5]=1[O:4][CH2:3]2, predict the reactants needed to synthesize it. The reactants are: [CH3:1][C:2]12[CH2:12][CH:11]1[C:10]1[C:9]([O:13]COC)=[CH:8][CH:7]=[CH:6][C:5]=1[O:4][CH2:3]2.Cl.